From a dataset of NCI-60 drug combinations with 297,098 pairs across 59 cell lines. Regression. Given two drug SMILES strings and cell line genomic features, predict the synergy score measuring deviation from expected non-interaction effect. (1) Drug 1: CC1OCC2C(O1)C(C(C(O2)OC3C4COC(=O)C4C(C5=CC6=C(C=C35)OCO6)C7=CC(=C(C(=C7)OC)O)OC)O)O. Drug 2: CCC1(CC2CC(C3=C(CCN(C2)C1)C4=CC=CC=C4N3)(C5=C(C=C6C(=C5)C78CCN9C7C(C=CC9)(C(C(C8N6C)(C(=O)OC)O)OC(=O)C)CC)OC)C(=O)OC)O.OS(=O)(=O)O. Cell line: NCI-H322M. Synergy scores: CSS=42.0, Synergy_ZIP=4.45, Synergy_Bliss=2.62, Synergy_Loewe=-18.1, Synergy_HSA=3.13. (2) Drug 1: C1CN1P(=S)(N2CC2)N3CC3. Drug 2: CC1=C(C(=CC=C1)Cl)NC(=O)C2=CN=C(S2)NC3=CC(=NC(=N3)C)N4CCN(CC4)CCO. Cell line: EKVX. Synergy scores: CSS=2.19, Synergy_ZIP=-2.37, Synergy_Bliss=-1.75, Synergy_Loewe=-5.42, Synergy_HSA=-3.64.